Dataset: Catalyst prediction with 721,799 reactions and 888 catalyst types from USPTO. Task: Predict which catalyst facilitates the given reaction. (1) Product: [CH:4]1[C:3]2[C:8](=[N:9][C:10]3[C:15]([C:2]=2[NH:1][CH2:19][C:18]2[CH:21]=[C:22]([N+:25]([O-:27])=[O:26])[CH:23]=[CH:24][C:17]=2[OH:16])=[CH:14][CH:13]=[CH:12][CH:11]=3)[CH:7]=[CH:6][CH:5]=1. Reactant: [NH2:1][C:2]1[C:3]2[C:8]([N:9]=[C:10]3[C:15]=1[CH:14]=[CH:13][CH:12]=[CH:11]3)=[CH:7][CH:6]=[CH:5][CH:4]=2.[OH:16][C:17]1[CH:24]=[CH:23][C:22]([N+:25]([O-:27])=[O:26])=[CH:21][C:18]=1[CH:19]=O.[BH3-]C#N.[Na+].[K+].[Br-]. The catalyst class is: 467. (2) Reactant: [OH:1][C:2]1[CH:11]=[CH:10][C:5]([C:6]([O:8][CH3:9])=[O:7])=[CH:4][CH:3]=1.C(=O)([O-])[O-].[K+].[K+].CC(C)=O.[CH2:22](Br)[CH2:23][CH2:24][CH2:25][CH2:26][CH2:27][CH2:28][CH3:29]. Product: [CH2:22]([O:1][C:2]1[CH:3]=[CH:4][C:5]([C:6]([O:8][CH3:9])=[O:7])=[CH:10][CH:11]=1)[CH2:23][CH2:24][CH2:25][CH2:26][CH2:27][CH2:28][CH3:29]. The catalyst class is: 13.